The task is: Predict the product of the given reaction.. This data is from Forward reaction prediction with 1.9M reactions from USPTO patents (1976-2016). (1) Given the reactants [NH2:1][C:2]1[CH:7]=[CH:6][C:5]([CH3:8])=[CH:4][C:3]=1[OH:9].[CH3:10][O:11][C:12]1[CH:20]=[CH:19][C:15]([C:16](O)=O)=[CH:14][C:13]=1[NH2:21], predict the reaction product. The product is: [NH2:21][C:13]1[CH:14]=[C:15]([C:16]2[O:9][C:3]3[CH:4]=[C:5]([CH3:8])[CH:6]=[CH:7][C:2]=3[N:1]=2)[CH:19]=[CH:20][C:12]=1[O:11][CH3:10]. (2) Given the reactants [N:1]1[CH:6]=[C:5]([C@@H:7]2[CH2:12][CH2:11][CH2:10][N:8]2[CH3:9])[CH:4]=[CH:3][CH:2]=1.[Br:13][CH2:14][CH2:15][C:16]#[C:17][CH2:18][CH2:19][CH2:20][CH2:21][CH2:22][CH3:23], predict the reaction product. The product is: [Br-:13].[CH2:14]([N+:1]1[CH:2]=[CH:3][CH:4]=[C:5]([C@@H:7]2[CH2:12][CH2:11][CH2:10][N:8]2[CH3:9])[CH:6]=1)[CH2:15][C:16]#[C:17][CH2:18][CH2:19][CH2:20][CH2:21][CH2:22][CH3:23]. (3) Given the reactants Br[C:2]1[CH:3]=[CH:4][C:5]2[C:6]3[C:11]([C:12]4[CH:13]=[CH:14][CH:15]=[CH:16][C:17]=4[C:18]=2[CH:19]=1)=[CH:10][C:9]1=[CH:20][C:21]2[C:26]([C:25]([CH3:28])([CH3:27])[CH:24]=[CH:23][CH:22]=2)=[C:8]1[CH:7]=3.[CH3:44][C:39]1([CH3:45])[C:40]([CH3:43])([CH3:42])[O:41][B:37]([B:37]2[O:41][C:40]([CH3:43])([CH3:42])[C:39]([CH3:45])([CH3:44])[O:38]2)[O:38]1, predict the reaction product. The product is: [CH3:27][C:25]1([CH3:28])[C:26]2[C:21]([CH:20]=[C:9]3[C:8]=2[CH:7]=[C:6]2[C:11]([C:12]4[CH:13]=[CH:14][CH:15]=[CH:16][C:17]=4[C:18]4[CH:19]=[C:2]([B:37]5[O:38][C:39]([CH3:44])([CH3:45])[C:40]([CH3:42])([CH3:43])[O:41]5)[CH:3]=[CH:4][C:5]=42)=[CH:10]3)=[CH:22][CH:23]=[CH:24]1. (4) Given the reactants CC(OC([N:8]1[C:16]2[N:15]=[CH:14][N:13]=[C:12]([N:17]3[CH2:22][CH2:21][C:20]4([C:26]5=[N:27][C:28]6[C:33](OS(C(F)(F)F)(=O)=O)=[CH:32][CH:31]=[CH:30][C:29]=6[N:25]5C(=O)[N:23]4C(OC(C)(C)C)=O)[CH2:19][CH2:18]3)[C:11]=2[CH:10]=[CH:9]1)=O)(C)C.B1(B2OC(C)(C)C(C)(C)O2)OC(C)(C)C(C)(C)O1.C([O-])(=O)C.[K+].C(=O)([O-])[O-].[Na+].[Na+].Br[C:80]1[CH:85]=[CH:84][CH:83]=[C:82]([CH2:86][S:87]([CH3:90])(=[O:89])=[O:88])[CH:81]=1.[OH-].[Na+], predict the reaction product. The product is: [CH3:90][S:87]([CH2:86][C:82]1[CH:81]=[C:80]([C:33]2[C:28]3[N:27]=[C:26]([C:20]4([NH2:23])[CH2:21][CH2:22][N:17]([C:12]5[C:11]6[CH:10]=[CH:9][NH:8][C:16]=6[N:15]=[CH:14][N:13]=5)[CH2:18][CH2:19]4)[NH:25][C:29]=3[CH:30]=[CH:31][CH:32]=2)[CH:85]=[CH:84][CH:83]=1)(=[O:88])=[O:89]. (5) Given the reactants [F:1][C:2]1[CH:7]=[CH:6][C:5]([O:8][C:9](=[O:24])[N:10]([C@H:12]2[C@H:16]([C:17]3[CH:22]=[CH:21][C:20]([Cl:23])=[CH:19][CH:18]=3)[CH2:15][NH:14][CH2:13]2)[CH3:11])=[CH:4][CH:3]=1.[O:25]1[CH2:30][CH2:29][CH:28]([C:31](O)=[O:32])[CH2:27][CH2:26]1, predict the reaction product. The product is: [F:1][C:2]1[CH:7]=[CH:6][C:5]([O:8][C:9](=[O:24])[N:10]([C@H:12]2[C@H:16]([C:17]3[CH:22]=[CH:21][C:20]([Cl:23])=[CH:19][CH:18]=3)[CH2:15][N:14]([C:31]([CH:28]3[CH2:29][CH2:30][O:25][CH2:26][CH2:27]3)=[O:32])[CH2:13]2)[CH3:11])=[CH:4][CH:3]=1. (6) Given the reactants Cl.[CH3:2][O:3][C:4]1[CH:5]=[C:6]2[C:11](=[C:12]([N:14]3[CH2:19][CH2:18][N:17]([CH3:20])[CH2:16][CH2:15]3)[CH:13]=1)[O:10][CH:9]([C:21](O)=[O:22])[CH2:8][CH2:7]2.OC1C2N=NNC=2C=CC=1.CN(C(ON1N=NC2C=CC=CC1=2)=[N+](C)C)C.[B-](F)(F)(F)F.[CH2:56]([S:58]([N:61]1[CH2:66][CH2:65][N:64]([C:67]2[CH:72]=[CH:71][C:70]([NH2:73])=[CH:69][CH:68]=2)[CH2:63][CH2:62]1)(=[O:60])=[O:59])[CH3:57], predict the reaction product. The product is: [CH2:56]([S:58]([N:61]1[CH2:66][CH2:65][N:64]([C:67]2[CH:72]=[CH:71][C:70]([NH:73][C:21]([CH:9]3[CH2:8][CH2:7][C:6]4[C:11](=[C:12]([N:14]5[CH2:19][CH2:18][N:17]([CH3:20])[CH2:16][CH2:15]5)[CH:13]=[C:4]([O:3][CH3:2])[CH:5]=4)[O:10]3)=[O:22])=[CH:69][CH:68]=2)[CH2:63][CH2:62]1)(=[O:60])=[O:59])[CH3:57]. (7) Given the reactants [I:1][C:2]1[CH:3]=[C:4]([CH:8]=[CH:9][C:10]=1[CH3:11])[C:5](Cl)=[O:6].[NH2:12][C:13]1[CH:14]=[C:15]([C:20]([F:23])([F:22])[F:21])[CH:16]=[CH:17][C:18]=1[F:19].C(N(C(C)C)CC)(C)C, predict the reaction product. The product is: [F:19][C:18]1[CH:17]=[CH:16][C:15]([C:20]([F:22])([F:23])[F:21])=[CH:14][C:13]=1[NH:12][C:5](=[O:6])[C:4]1[CH:8]=[CH:9][C:10]([CH3:11])=[C:2]([I:1])[CH:3]=1.